From a dataset of Catalyst prediction with 721,799 reactions and 888 catalyst types from USPTO. Predict which catalyst facilitates the given reaction. (1) Reactant: B(F)(F)F.CCOCC.B(Cl)([C@H]1[C@H](C)[C@@H]2C(C)(C)[C@@H](C2)C1)[C@H]1[C@H](C)[C@@H]2C(C)(C)[C@@H](C2)C1.[CH:32]([O:35][C:36]1[C:41]([CH3:42])=[CH:40][CH:39]=[CH:38][C:37]=1[CH2:43][C:44]([C:46]1[CH:51]=[CH:50][N:49]=[CH:48][CH:47]=1)=[O:45])([CH3:34])[CH3:33].Cl. Product: [CH:32]([O:35][C:36]1[C:41]([CH3:42])=[CH:40][CH:39]=[CH:38][C:37]=1[CH2:43][C@@H:44]([C:46]1[CH:47]=[CH:48][N:49]=[CH:50][CH:51]=1)[OH:45])([CH3:34])[CH3:33]. The catalyst class is: 36. (2) Reactant: [K+].[C:2]([C@@H:4]([CH2:14][CH:15]([CH3:17])[CH3:16])[CH:5]([C:9]([O:11]CC)=[O:10])[C:6]([O-])=[O:7])#[N:3].[H][H]. Product: [CH2:14]([CH:4]1[CH2:2][NH:3][C:6](=[O:7])[C@H:5]1[C:9]([OH:11])=[O:10])[CH:15]([CH3:17])[CH3:16]. The catalyst class is: 181.